The task is: Regression. Given two drug SMILES strings and cell line genomic features, predict the synergy score measuring deviation from expected non-interaction effect.. This data is from NCI-60 drug combinations with 297,098 pairs across 59 cell lines. Drug 1: C1CC(CNC1)C2=CC=C(C=C2)N3C=C4C=CC=C(C4=N3)C(=O)N. Drug 2: CC1CC(C(C(C=C(C(C(C=CC=C(C(=O)NC2=CC(=O)C(=C(C1)C2=O)OC)C)OC)OC(=O)N)C)C)O)OC. Cell line: HT29. Synergy scores: CSS=65.8, Synergy_ZIP=1.53, Synergy_Bliss=-0.255, Synergy_Loewe=-4.90, Synergy_HSA=1.47.